Dataset: Forward reaction prediction with 1.9M reactions from USPTO patents (1976-2016). Task: Predict the product of the given reaction. (1) Given the reactants Br[C:2]1[N:6]([S:7]([C:10]2[CH:15]=[CH:14][CH:13]=[CH:12][CH:11]=2)(=[O:9])=[O:8])[CH:5]=[C:4]([CH:16]=[O:17])[CH:3]=1.[F:18][C:19]1[C:24](B(O)O)=[CH:23][CH:22]=[CH:21][N:20]=1.C(=O)([O-])O.[Na+].COCCOC, predict the reaction product. The product is: [F:18][C:19]1[C:24]([C:2]2[N:6]([S:7]([C:10]3[CH:15]=[CH:14][CH:13]=[CH:12][CH:11]=3)(=[O:9])=[O:8])[CH:5]=[C:4]([CH:16]=[O:17])[CH:3]=2)=[CH:23][CH:22]=[CH:21][N:20]=1. (2) Given the reactants [F:1][C:2]1[CH:7]=[C:6]([CH3:8])[C:5]([S:9][CH2:10][C:11]([F:14])([F:13])[F:12])=[CH:4][C:3]=1[N:15]1[C:19]([CH3:20])=[CH:18][C:17]([O:21][CH2:22][CH2:23][C:24]([F:27])([F:26])[F:25])=[N:16]1.ClC1C=CC=C(C(OO)=[O:36])C=1, predict the reaction product. The product is: [F:1][C:2]1[CH:7]=[C:6]([CH3:8])[C:5]([S:9]([CH2:10][C:11]([F:14])([F:12])[F:13])=[O:36])=[CH:4][C:3]=1[N:15]1[C:19]([CH3:20])=[CH:18][C:17]([O:21][CH2:22][CH2:23][C:24]([F:25])([F:26])[F:27])=[N:16]1. (3) Given the reactants [F:1][C:2]1[CH:7]=[C:6]([F:8])[CH:5]=[CH:4][C:3]=1[CH2:9][CH2:10][C:11]1[CH:16]=[CH:15][C:14]([S:17]([C:20]2[CH:21]=[C:22]([CH2:26][OH:27])[CH:23]=[CH:24][CH:25]=2)(=[O:19])=[O:18])=[CH:13][CH:12]=1.C(=O)C1C=CC=CC=1.C[N+]1([O-])CCOCC1, predict the reaction product. The product is: [F:1][C:2]1[CH:7]=[C:6]([F:8])[CH:5]=[CH:4][C:3]=1[CH2:9][CH2:10][C:11]1[CH:12]=[CH:13][C:14]([S:17]([C:20]2[CH:21]=[C:22]([CH:23]=[CH:24][CH:25]=2)[CH:26]=[O:27])(=[O:18])=[O:19])=[CH:15][CH:16]=1.